This data is from CYP2C9 inhibition data for predicting drug metabolism from PubChem BioAssay. The task is: Regression/Classification. Given a drug SMILES string, predict its absorption, distribution, metabolism, or excretion properties. Task type varies by dataset: regression for continuous measurements (e.g., permeability, clearance, half-life) or binary classification for categorical outcomes (e.g., BBB penetration, CYP inhibition). Dataset: cyp2c9_veith. The molecule is Cc1cc(NC(=O)C2C3C(=O)N(Cc4ccc(Cl)cc4)C(C(=O)NC(C)(C)C)C34C=CC2(C)O4)no1. The result is 0 (non-inhibitor).